Task: Regression. Given a peptide amino acid sequence and an MHC pseudo amino acid sequence, predict their binding affinity value. This is MHC class II binding data.. Dataset: Peptide-MHC class II binding affinity with 134,281 pairs from IEDB (1) The peptide sequence is GELQSVDKIDAAFKI. The MHC is DRB3_0202 with pseudo-sequence DRB3_0202. The binding affinity (normalized) is 0.247. (2) The peptide sequence is QRMMAEIDTDGDGFI. The MHC is HLA-DPA10103-DPB10201 with pseudo-sequence HLA-DPA10103-DPB10201. The binding affinity (normalized) is 0.169. (3) The peptide sequence is VKLVDANGKLHDKKS. The MHC is DRB1_0301 with pseudo-sequence DRB1_0301. The binding affinity (normalized) is 0.239.